This data is from Catalyst prediction with 721,799 reactions and 888 catalyst types from USPTO. The task is: Predict which catalyst facilitates the given reaction. (1) Reactant: C[O:2][C:3]([CH:5]1[CH:9]([N:10]([CH3:33])[S:11]([C:14]2[CH:19]=[CH:18][C:17]([O:20][CH2:21][C:22]3[C:31]4[C:26](=[CH:27][CH:28]=[CH:29][CH:30]=4)[N:25]=[C:24]([CH3:32])[CH:23]=3)=[CH:16][CH:15]=2)(=[O:13])=[O:12])[CH2:8][O:7][CH2:6]1)=[O:4].[OH-].[Li+]. Product: [CH3:33][N:10]([S:11]([C:14]1[CH:15]=[CH:16][C:17]([O:20][CH2:21][C:22]2[C:31]3[C:26](=[CH:27][CH:28]=[CH:29][CH:30]=3)[N:25]=[C:24]([CH3:32])[CH:23]=2)=[CH:18][CH:19]=1)(=[O:12])=[O:13])[CH:9]1[CH2:8][O:7][CH2:6][CH:5]1[C:3]([OH:4])=[O:2]. The catalyst class is: 87. (2) Reactant: [C:1]([C:5]1[CH:10]=[CH:9][C:8]([NH:11][C:12]([NH:14][C@@H:15]([CH3:24])[CH2:16][C:17](OC(C)(C)C)=[O:18])=[O:13])=[CH:7][CH:6]=1)([CH3:4])([CH3:3])[CH3:2].[Li+].[BH4-]. Product: [C:1]([C:5]1[CH:10]=[CH:9][C:8]([NH:11][C:12]([NH:14][C@@H:15]([CH3:24])[CH2:16][CH2:17][OH:18])=[O:13])=[CH:7][CH:6]=1)([CH3:4])([CH3:2])[CH3:3]. The catalyst class is: 1. (3) Reactant: [C:1]1([C@@H:7]([NH:9][C@H:10]2[CH2:15][CH2:14][CH2:13][CH2:12][C@@H:11]2[CH2:16][OH:17])[CH3:8])[CH:6]=[CH:5][CH:4]=[CH:3][CH:2]=1.Br[CH2:19][C:20]([O:22][CH2:23][CH3:24])=[O:21].C(=O)(O)[O-].[Na+]. The catalyst class is: 10. Product: [OH:17][CH2:16][C@H:11]1[CH2:12][CH2:13][CH2:14][CH2:15][C@@H:10]1[N:9]([C@H:7]([C:1]1[CH:6]=[CH:5][CH:4]=[CH:3][CH:2]=1)[CH3:8])[CH2:19][C:20]([O:22][CH2:23][CH3:24])=[O:21]. (4) Reactant: [CH3:1][O:2][C:3]1[CH:8]=[CH:7][C:6]([CH2:9][O:10][C@H:11]([C@@H:13]([C@@H:19]([O:22][CH2:23][CH2:24][CH3:25])[CH:20]=C)[CH2:14][CH2:15][CH:16]([CH3:18])[CH3:17])[CH3:12])=[CH:5][CH:4]=1.C([O-])(O)=[O:27].[Na+].C(=O)=O.CC(C)=O.[I-].[K+].[BH4-].[Na+]. Product: [CH3:1][O:2][C:3]1[CH:4]=[CH:5][C:6]([CH2:9][O:10][C@H:11]([C@H:13]([CH2:14][CH2:15][CH:16]([CH3:17])[CH3:18])[C@@H:19]([O:22][CH2:23][CH2:24][CH3:25])[CH2:20][OH:27])[CH3:12])=[CH:7][CH:8]=1. The catalyst class is: 61. (5) Reactant: [F:1][C:2]([F:36])([F:35])[C:3]1[CH:8]=[CH:7][C:6]([C:9]2[CH:14]=[CH:13][C:12]([CH:15]([O:18][C:19]3[CH:34]=[CH:33][C:22]([C:23]([NH:25][CH2:26][CH2:27][C:28]([O:30]CC)=[O:29])=[O:24])=[CH:21][CH:20]=3)[CH2:16][CH3:17])=[CH:11][CH:10]=2)=[CH:5][CH:4]=1.[OH-].[Na+].Cl. Product: [F:1][C:2]([F:35])([F:36])[C:3]1[CH:4]=[CH:5][C:6]([C:9]2[CH:14]=[CH:13][C:12]([CH:15]([O:18][C:19]3[CH:20]=[CH:21][C:22]([C:23]([NH:25][CH2:26][CH2:27][C:28]([OH:30])=[O:29])=[O:24])=[CH:33][CH:34]=3)[CH2:16][CH3:17])=[CH:11][CH:10]=2)=[CH:7][CH:8]=1. The catalyst class is: 1. (6) Reactant: [CH3:1][C:2]([NH2:6])([C:4]#[CH:5])[CH3:3].[F:7][C:8]([F:26])([F:25])[C:9]1[CH:14]=[CH:13][C:12]([C:15]2[CH:20]=[CH:19][C:18]([S:21](Cl)(=[O:23])=[O:22])=[CH:17][CH:16]=2)=[CH:11][CH:10]=1. Product: [CH3:1][C:2]([NH:6][S:21]([C:18]1[CH:17]=[CH:16][C:15]([C:12]2[CH:13]=[CH:14][C:9]([C:8]([F:7])([F:25])[F:26])=[CH:10][CH:11]=2)=[CH:20][CH:19]=1)(=[O:23])=[O:22])([C:4]#[CH:5])[CH3:3]. The catalyst class is: 298. (7) Reactant: [F:1][C:2]1[CH:7]=[CH:6][C:5]([CH:8]2[C:16]3[C:11](=[CH:12][CH:13]=[C:14]([CH3:17])[CH:15]=3)[NH:10][CH2:9]2)=[CH:4][CH:3]=1.Cl.[N:19]([O-])=[O:20].[Na+]. Product: [F:1][C:2]1[CH:7]=[CH:6][C:5]([CH:8]2[C:16]3[C:11](=[CH:12][CH:13]=[C:14]([CH3:17])[CH:15]=3)[N:10]([N:19]=[O:20])[CH2:9]2)=[CH:4][CH:3]=1. The catalyst class is: 40. (8) Reactant: [Cl:1][C:2]1[N:7]=[C:6]([C:8](=[O:10])[CH3:9])[C:5]([F:11])=[CH:4][N:3]=1.[CH3:12][Mg]Br.C(OCC)C. Product: [Cl:1][C:2]1[N:7]=[C:6]([C:8]([OH:10])([CH3:12])[CH3:9])[C:5]([F:11])=[CH:4][N:3]=1. The catalyst class is: 7. (9) Reactant: [Ca+2].[CH:2]([C:6]1[C:10](/[CH:11]=[CH:12]/[C@@H:13](O)[CH2:14][C@@H:15]([OH:20])[CH2:16][C:17]([O-:19])=[O:18])=[C:9]([C:22]2[CH:27]=[CH:26][C:25]([F:28])=[CH:24][CH:23]=2)[N:8]([C:29]2[CH:34]=[CH:33][N:32]=[C:31]([NH:35][C:36]3[CH:41]=[CH:40][CH:39]=[CH:38][CH:37]=3)[CH:30]=2)[N:7]=1)([CH2:4][CH3:5])[CH3:3].[CH:2]([C:6]1[C:10](/[CH:11]=[CH:12]/[C@@H:13](O)[CH2:14][C@@H:15]([OH:20])[CH2:16][C:17]([O-:19])=[O:18])=[C:9]([C:22]2[CH:27]=[CH:26][C:25]([F:28])=[CH:24][CH:23]=2)[N:8]([C:29]2[CH:34]=[CH:33][N:32]=[C:31]([NH:35][C:36]3[CH:37]=[CH:38][CH:39]=[CH:40][CH:41]=3)[CH:30]=2)[N:7]=1)([CH2:4][CH3:5])[CH3:3]. Product: [CH:2]([C:6]1[C:10](/[CH:11]=[CH:12]/[C@H:13]2[O:19][C:17](=[O:18])[CH2:16][C@H:15]([OH:20])[CH2:14]2)=[C:9]([C:22]2[CH:27]=[CH:26][C:25]([F:28])=[CH:24][CH:23]=2)[N:8]([C:29]2[CH:34]=[CH:33][N:32]=[C:31]([NH:35][C:36]3[CH:41]=[CH:40][CH:39]=[CH:38][CH:37]=3)[CH:30]=2)[N:7]=1)([CH2:4][CH3:5])[CH3:3]. The catalyst class is: 11.